Dataset: Forward reaction prediction with 1.9M reactions from USPTO patents (1976-2016). Task: Predict the product of the given reaction. (1) Given the reactants [OH:1][C:2]1[CH:3]=[C:4]([OH:8])[CH:5]=[CH:6][CH:7]=1.I[CH:10]([CH3:12])[CH3:11].[OH-].[K+].[OH-].[Na+], predict the reaction product. The product is: [CH:10]([O:1][C:2]1[CH:3]=[C:4]([OH:8])[CH:5]=[CH:6][CH:7]=1)([CH3:12])[CH3:11]. (2) The product is: [CH2:1]([O:8][C:9]1[CH:10]=[C:11]([CH2:17][CH:18]([NH:20][C:28](=[O:30])[CH3:29])[CH3:19])[CH:12]=[CH:13][C:14]=1[O:15][CH3:16])[C:2]1[CH:3]=[CH:4][CH:5]=[CH:6][CH:7]=1. Given the reactants [CH2:1]([O:8][C:9]1[CH:10]=[C:11]([CH2:17][CH:18]([NH2:20])[CH3:19])[CH:12]=[CH:13][C:14]=1[O:15][CH3:16])[C:2]1[CH:7]=[CH:6][CH:5]=[CH:4][CH:3]=1.C(N(CC)CC)C.[C:28](OC(=O)C)(=[O:30])[CH3:29].O, predict the reaction product.